From a dataset of Peptide-MHC class II binding affinity with 134,281 pairs from IEDB. Regression. Given a peptide amino acid sequence and an MHC pseudo amino acid sequence, predict their binding affinity value. This is MHC class II binding data. (1) The peptide sequence is AGELQIIDKIDAAFK. The MHC is HLA-DPA10301-DPB10402 with pseudo-sequence HLA-DPA10301-DPB10402. The binding affinity (normalized) is 0.332. (2) The peptide sequence is YDKFLANVSTFLTGK. The MHC is DRB1_1001 with pseudo-sequence DRB1_1001. The binding affinity (normalized) is 0.582. (3) The peptide sequence is AAYKLAYKTAEGATP. The MHC is DRB1_1101 with pseudo-sequence DRB1_1101. The binding affinity (normalized) is 0.637. (4) The peptide sequence is TCGFVDERGLYKSLK. The MHC is HLA-DQA10501-DQB10301 with pseudo-sequence HLA-DQA10501-DQB10301. The binding affinity (normalized) is 0.0971. (5) The MHC is DRB1_0301 with pseudo-sequence DRB1_0301. The binding affinity (normalized) is 0.577. The peptide sequence is PVIVADDLTAAINKG.